From a dataset of Full USPTO retrosynthesis dataset with 1.9M reactions from patents (1976-2016). Predict the reactants needed to synthesize the given product. (1) Given the product [Cl:16][C:12]1[CH:11]=[C:10]([C@@H:8]([OH:9])[C@@H:7]([C:17]2[CH:18]=[CH:19][C:20]([Cl:23])=[CH:21][CH:22]=2)[NH:6][CH2:4][CH:1]2[CH2:2][CH2:3]2)[CH:15]=[CH:14][CH:13]=1, predict the reactants needed to synthesize it. The reactants are: [CH:1]1([CH:4]=O)[CH2:3][CH2:2]1.[NH2:6][C@H:7]([C:17]1[CH:22]=[CH:21][C:20]([Cl:23])=[CH:19][CH:18]=1)[C@@H:8]([C:10]1[CH:15]=[CH:14][CH:13]=[C:12]([Cl:16])[CH:11]=1)[OH:9].[BH4-].[Na+].Cl. (2) Given the product [C:5]([C:11]1[CH:19]=[CH:18][CH:17]=[CH:16][C:12]=1[C:13]([O-:15])=[O:14])(=[O:10])[CH2:6][CH2:7][CH2:8][CH3:9].[Na+:2], predict the reactants needed to synthesize it. The reactants are: [OH-].[Na+:2].CO.[C:5]([C:11]1[CH:19]=[CH:18][CH:17]=[CH:16][C:12]=1[C:13]([OH:15])=[O:14])(=[O:10])[CH2:6][CH2:7][CH2:8][CH3:9]. (3) Given the product [OH:45][CH2:44][CH2:43][NH:42][C:39]1[N:38]=[CH:37][C:36]([NH:35][C:34]([NH:15][CH2:14][C:13]2[C:8]([N:5]3[CH2:4][CH2:3][CH:2]([CH3:1])[CH2:7][CH2:6]3)=[N:9][C:10]([C:16]([F:19])([F:17])[F:18])=[CH:11][CH:12]=2)=[O:33])=[CH:41][CH:40]=1, predict the reactants needed to synthesize it. The reactants are: [CH3:1][CH:2]1[CH2:7][CH2:6][N:5]([C:8]2[C:13]([CH2:14][NH2:15])=[CH:12][CH:11]=[C:10]([C:16]([F:19])([F:18])[F:17])[N:9]=2)[CH2:4][CH2:3]1.C(N(CC)CC)C.C1([O:33][C:34](=O)[NH:35][C:36]2[CH:37]=[N:38][C:39]([NH:42][CH2:43][CH2:44][O:45]C)=[CH:40][CH:41]=2)C=CC=CC=1. (4) Given the product [NH2:14][C:9]1[C:10]([O:12][CH3:13])=[CH:11][C:2]([Cl:1])=[C:3]([CH:8]=1)[C:4]([O:6][CH3:7])=[O:5], predict the reactants needed to synthesize it. The reactants are: [Cl:1][C:2]1[CH:11]=[C:10]([O:12][CH3:13])[C:9]([N+:14]([O-])=O)=[CH:8][C:3]=1[C:4]([O:6][CH3:7])=[O:5].[Sn](Cl)Cl. (5) Given the product [CH3:1][C:2]1[CH:11]=[C:10]([O:12][CH2:13][CH:14]2[CH2:19][CH2:18][NH:17][CH2:16][CH2:15]2)[C:9]2[C:4](=[CH:5][CH:6]=[CH:7][CH:8]=2)[N:3]=1, predict the reactants needed to synthesize it. The reactants are: [CH3:1][C:2]1[CH:11]=[C:10]([O:12][CH2:13][CH:14]2[CH2:19][CH2:18][N:17](C(OC(C)(C)C)=O)[CH2:16][CH2:15]2)[C:9]2[C:4](=[CH:5][CH:6]=[CH:7][CH:8]=2)[N:3]=1.Cl. (6) Given the product [F:20][C:2]1([F:1])[CH2:3][C:4]2[S:8][C:7]([NH:9][C:32]([C:22]3[CH:21]4[CH2:28][CH2:27][CH:24]([CH2:25][CH2:26]4)[C:23]=3[C:29]([OH:31])=[O:30])=[O:33])=[C:6]([C:10]3[S:11][CH:12]=[C:13]([CH:15]([CH3:17])[CH3:16])[N:14]=3)[C:5]=2[CH2:18][CH2:19]1, predict the reactants needed to synthesize it. The reactants are: [F:1][C:2]1([F:20])[CH2:19][CH2:18][C:5]2[C:6]([C:10]3[S:11][CH:12]=[C:13]([CH:15]([CH3:17])[CH3:16])[N:14]=3)=[C:7]([NH2:9])[S:8][C:4]=2[CH2:3]1.[CH:21]12[CH2:28][CH2:27][CH:24]([CH2:25][CH2:26]1)[C:23]1[C:29]([O:31][C:32](=[O:33])[C:22]2=1)=[O:30]. (7) Given the product [CH:35]1([N:39]2[CH2:45][CH2:44][CH2:43][N:42]([C:13]([C:12]3[CH:11]=[CH:10][C:9]([B:4]4[O:5][C:6]([CH3:7])([CH3:8])[C:2]([CH3:1])([CH3:18])[O:3]4)=[CH:17][CH:16]=3)=[O:15])[CH2:41][CH2:40]2)[CH2:38][CH2:37][CH2:36]1, predict the reactants needed to synthesize it. The reactants are: [CH3:1][C:2]1([CH3:18])[C:6]([CH3:8])([CH3:7])[O:5][B:4]([C:9]2[CH:17]=[CH:16][C:12]([C:13]([OH:15])=O)=[CH:11][CH:10]=2)[O:3]1.C(Cl)CCl.C1C=CC2N(O)N=NC=2C=1.Cl.Cl.[CH:35]1([N:39]2[CH2:45][CH2:44][CH2:43][NH:42][CH2:41][CH2:40]2)[CH2:38][CH2:37][CH2:36]1. (8) The reactants are: C(N(CC)CC)C.[F:8][C:9]([F:20])([F:19])[C:10]1[CH:18]=[CH:17][C:13]([C:14](Cl)=[O:15])=[CH:12][CH:11]=1.[CH:21]([OH:24])([CH3:23])[CH3:22]. Given the product [CH:21]([O:24][C:14](=[O:15])[C:13]1[CH:17]=[CH:18][C:10]([C:9]([F:8])([F:19])[F:20])=[CH:11][CH:12]=1)([CH3:23])[CH3:22], predict the reactants needed to synthesize it. (9) The reactants are: [NH:1]([C:3]1[NH:7][C:6]2[CH:8]=[CH:9][C:10]([CH3:12])=[CH:11][C:5]=2[N:4]=1)[NH2:2].[C:13]([CH:16]([CH2:22][C:23]1[CH:32]=[CH:31][C:30]2[C:25](=[CH:26][CH:27]=[CH:28][CH:29]=2)[CH:24]=1)[C:17](OCC)=[O:18])(=O)[CH3:14]. Given the product [CH3:14][C:13]1[C:16]([CH2:22][C:23]2[CH:32]=[CH:31][C:30]3[C:25](=[CH:26][CH:27]=[CH:28][CH:29]=3)[CH:24]=2)=[C:17]([OH:18])[N:1]([C:3]2[NH:7][C:6]3[CH:8]=[CH:9][C:10]([CH3:12])=[CH:11][C:5]=3[N:4]=2)[N:2]=1, predict the reactants needed to synthesize it. (10) Given the product [C:10]([C:8]1[CH:7]=[C:6]([C:16]2[O:20][N:19]=[C:18]([C:21]3[CH:29]=[CH:28][C:27]4[NH:26][C:25]5[CH:30]([CH2:33][C:34]([OH:36])=[O:35])[CH2:31][CH2:32][C:24]=5[C:23]=4[CH:22]=3)[N:17]=2)[CH:5]=[C:4]([O:3][C:2]([F:39])([F:40])[F:1])[CH:9]=1)#[CH:11], predict the reactants needed to synthesize it. The reactants are: [F:1][C:2]([F:40])([F:39])[O:3][C:4]1[CH:5]=[C:6]([C:16]2[O:20][N:19]=[C:18]([C:21]3[CH:29]=[CH:28][C:27]4[NH:26][C:25]5[CH:30]([CH2:33][C:34]([O:36]CC)=[O:35])[CH2:31][CH2:32][C:24]=5[C:23]=4[CH:22]=3)[N:17]=2)[CH:7]=[C:8]([C:10]#[C:11][Si](C)(C)C)[CH:9]=1.[OH-].[Na+].